Dataset: Full USPTO retrosynthesis dataset with 1.9M reactions from patents (1976-2016). Task: Predict the reactants needed to synthesize the given product. Given the product [CH:1]1([C:7]([NH:10][C@@H:11]2[C@H:15]3[O:16][CH2:17][C@H:18]([NH:19][C:20](=[O:34])[C:21]4[CH:26]=[CH:25][CH:24]=[C:23]([O:27][C:28]5[CH:29]=[CH:30][CH:31]=[CH:32][CH:33]=5)[CH:22]=4)[C@H:14]3[O:13][CH2:12]2)=[O:8])[CH2:6][CH2:5][CH2:4][CH2:3][CH2:2]1, predict the reactants needed to synthesize it. The reactants are: [CH:1]1([C:7](O)=[O:8])[CH2:6][CH2:5][CH2:4][CH2:3][CH2:2]1.[NH2:10][C@@H:11]1[C@H:15]2[O:16][CH2:17][C@H:18]([NH:19][C:20](=[O:34])[C:21]3[CH:26]=[CH:25][CH:24]=[C:23]([O:27][C:28]4[CH:33]=[CH:32][CH:31]=[CH:30][CH:29]=4)[CH:22]=3)[C@H:14]2[O:13][CH2:12]1.